This data is from Catalyst prediction with 721,799 reactions and 888 catalyst types from USPTO. The task is: Predict which catalyst facilitates the given reaction. (1) Reactant: [CH2:1]([SiH:5]([CH2:10][CH2:11][CH2:12][CH3:13])[CH2:6][CH2:7][CH2:8][CH3:9])[CH2:2][CH2:3][CH3:4].Cl[SiH](Cl)Cl.C([Mg]Cl)CCC.[H][H].[CH3:26][OH:27]. Product: [CH2:10]([Si:5]([CH2:1][CH2:2][CH2:3][CH3:4])([CH2:6][CH2:7][CH2:8][CH3:9])[O:27][CH3:26])[CH2:11][CH2:12][CH3:13]. The catalyst class is: 386. (2) The catalyst class is: 20. Reactant: Cl[C:2]1[N:7]=[C:6]([C:8]2[CH:9]=[C:10]([CH:17]=[C:18]([F:21])[C:19]=2[CH3:20])[C:11]([NH:13][CH:14]2[CH2:16][CH2:15]2)=[O:12])[CH:5]=[CH:4][C:3]=1[C:22]([C:24]1[CH:29]=[CH:28][C:27]([F:30])=[CH:26][CH:25]=1)=O.O.[NH2:32][NH2:33]. Product: [CH:14]1([NH:13][C:11](=[O:12])[C:10]2[CH:9]=[C:8]([C:6]3[N:7]=[C:2]4[NH:32][N:33]=[C:22]([C:24]5[CH:29]=[CH:28][C:27]([F:30])=[CH:26][CH:25]=5)[C:3]4=[CH:4][CH:5]=3)[C:19]([CH3:20])=[C:18]([F:21])[CH:17]=2)[CH2:16][CH2:15]1.